Dataset: Reaction yield outcomes from USPTO patents with 853,638 reactions. Task: Predict the reaction yield, written as a fraction of the theoretical maximum amount of product (1.0 means a 100% yield; for example, 0.34 means a 34% yield). The reactants are [CH2:1]([N:3]=[C:4]=[O:5])[CH3:2].[NH:6]1[CH2:9][CH:8]([NH:10][C:11]([NH:13][C:14]2[CH:19]=[CH:18][C:17]([O:20][C:21]3[CH:26]=[CH:25][N:24]=[C:23]4[CH:27]=[C:28]([C:30]5[CH:35]=[CH:34][C:33]([CH2:36][NH:37][CH2:38][CH2:39][O:40][CH3:41])=[CH:32][N:31]=5)[S:29][C:22]=34)=[C:16]([F:42])[CH:15]=2)=[O:12])[CH2:7]1.[CH3:43][CH2:44][N:45]([CH2:48]C)CC.C1C[O:53]CC1. No catalyst specified. The product is [CH2:1]([NH:3][C:4]([N:6]1[CH2:7][CH:8]([NH:10][C:11]([NH:13][C:14]2[CH:19]=[CH:18][C:17]([O:20][C:21]3[CH:26]=[CH:25][N:24]=[C:23]4[CH:27]=[C:28]([C:30]5[CH:35]=[CH:34][C:33]([CH2:36][N:37]([CH2:38][CH2:39][O:40][CH3:41])[C:48]([NH:45][CH2:44][CH3:43])=[O:53])=[CH:32][N:31]=5)[S:29][C:22]=34)=[C:16]([F:42])[CH:15]=2)=[O:12])[CH2:9]1)=[O:5])[CH3:2]. The yield is 0.380.